Dataset: Full USPTO retrosynthesis dataset with 1.9M reactions from patents (1976-2016). Task: Predict the reactants needed to synthesize the given product. (1) Given the product [CH3:1][N:2]([CH2:4][CH2:5][C@H:6]([O:12][C:13]1[C:22]2[C:17](=[CH:18][CH:19]=[CH:20][CH:21]=2)[CH:16]=[CH:15][CH:14]=1)[C:7]1[S:8][CH:9]=[CH:10][CH:11]=1)[CH3:3].[C:23]([C@H:26]([C@@H:28]([C:30]([O-:32])=[O:31])[OH:29])[OH:27])([O-:25])=[O:24], predict the reactants needed to synthesize it. The reactants are: [CH3:1][N:2]([CH2:4][CH2:5][CH:6]([O:12][C:13]1[C:22]2[C:17](=[CH:18][CH:19]=[CH:20][CH:21]=2)[CH:16]=[CH:15][CH:14]=1)[C:7]1[S:8][CH:9]=[CH:10][CH:11]=1)[CH3:3].[C:23]([C@H:26]([C@@H:28]([C:30]([O-:32])=[O:31])[OH:29])[OH:27])([O-:25])=[O:24].C(OCC)C. (2) Given the product [Cl:8][C:4]1[CH:5]=[CH:6][CH:7]=[C:2]([Cl:1])[C:3]=1[N:9]1[C:18]2[C:13](=[C:14]([C:29]3[CH:34]=[CH:33][CH:32]=[CH:31][C:30]=3[Cl:35])[CH:15]=[C:16]([CH:19]3[CH2:28][CH2:27][C:22]4([O:26][CH2:25][CH2:24][O:23]4)[CH2:21][CH2:20]3)[CH:17]=2)[CH2:12][NH:11][C:10]1=[O:36], predict the reactants needed to synthesize it. The reactants are: [Cl:1][C:2]1[CH:7]=[CH:6][CH:5]=[C:4]([Cl:8])[C:3]=1[N:9]1[C:18]2[C:13](=[C:14]([C:29]3[CH:34]=[CH:33][CH:32]=[CH:31][C:30]=3[Cl:35])[CH:15]=[C:16]([C:19]3[CH2:28][CH2:27][C:22]4([O:26][CH2:25][CH2:24][O:23]4)[CH2:21][CH:20]=3)[CH:17]=2)[CH2:12][NH:11][C:10]1=[O:36]. (3) Given the product [N:1]1([C:5]2[N:10]=[CH:9][C:8]([NH:11][C:12]([C:14]3[N:15]([CH2:24][C:25]4[CH:30]=[CH:29][CH:28]=[C:27]([F:31])[CH:26]=4)[C:16]4[C:21]([CH:22]=3)=[CH:20][C:19]([SiH2:45][CH:38]([C:32]3[CH:37]=[CH:36][CH:35]=[CH:34][CH:33]=3)[C:39]3[CH:44]=[CH:43][CH:42]=[CH:41][CH:40]=3)=[CH:18][CH:17]=4)=[O:13])=[CH:7][CH:6]=2)[CH2:4][CH2:3][CH2:2]1, predict the reactants needed to synthesize it. The reactants are: [N:1]1([C:5]2[N:10]=[CH:9][C:8]([NH:11][C:12]([C:14]3[N:15]([CH2:24][C:25]4[CH:30]=[CH:29][CH:28]=[C:27]([F:31])[CH:26]=4)[C:16]4[C:21]([CH:22]=3)=[CH:20][C:19](I)=[CH:18][CH:17]=4)=[O:13])=[CH:7][CH:6]=2)[CH2:4][CH2:3][CH2:2]1.[C:32]1([CH:38]([SiH3:45])[C:39]2[CH:44]=[CH:43][CH:42]=[CH:41][CH:40]=2)[CH:37]=[CH:36][CH:35]=[CH:34][CH:33]=1.[O-]P(OP(OP([O-])([O-])=O)([O-])=O)(=O)[O-].[K+].[K+].[K+].[K+].[K+]. (4) The reactants are: [N:1]([CH2:4][CH:5]1[NH:10][C:9]2[C:11](Br)=[CH:12][C:13]([Cl:15])=[CH:14][C:8]=2[O:7][CH2:6]1)=[N+:2]=[N-:3].[Cl:17][C:18]1[CH:23]=[CH:22][CH:21]=[CH:20][C:19]=1B(O)O. Given the product [N:1]([CH2:4][CH:5]1[NH:10][C:9]2[C:11]([C:19]3[CH:20]=[CH:21][CH:22]=[CH:23][C:18]=3[Cl:17])=[CH:12][C:13]([Cl:15])=[CH:14][C:8]=2[O:7][CH2:6]1)=[N+:2]=[N-:3], predict the reactants needed to synthesize it.